From a dataset of Full USPTO retrosynthesis dataset with 1.9M reactions from patents (1976-2016). Predict the reactants needed to synthesize the given product. Given the product [CH3:26][S:27]([OH:30])(=[O:29])=[O:28].[CH3:26][S:27]([OH:30])(=[O:29])=[O:28].[OH:1][CH2:2][CH2:3][NH:4][C:5]([C:7]1[C:8]2[S:16][CH:15]=[C:14]([CH2:17][O:18][C:19]3[CH:20]=[CH:21][C:22]([Br:25])=[CH:23][CH:24]=3)[C:9]=2[C:10]([NH2:13])=[N:11][CH:12]=1)=[O:6], predict the reactants needed to synthesize it. The reactants are: [OH:1][CH2:2][CH2:3][NH:4][C:5]([C:7]1[C:8]2[S:16][CH:15]=[C:14]([CH2:17][O:18][C:19]3[CH:24]=[CH:23][C:22]([Br:25])=[CH:21][CH:20]=3)[C:9]=2[C:10]([NH2:13])=[N:11][CH:12]=1)=[O:6].[CH3:26][S:27]([OH:30])(=[O:29])=[O:28].